Dataset: Forward reaction prediction with 1.9M reactions from USPTO patents (1976-2016). Task: Predict the product of the given reaction. (1) Given the reactants CN(C=O)C.[CH3:6][O:7][C:8]([C:10]1[S:18][C:13]2=[N:14][CH:15]=[CH:16][CH:17]=[C:12]2[C:11]=1[OH:19])=[O:9].C(=O)([O-])[O-].[K+].[K+].Br[CH2:27][C:28]([NH2:30])=[O:29], predict the reaction product. The product is: [CH3:6][O:7][C:8]([C:10]1[S:18][C:13]2=[N:14][CH:15]=[CH:16][CH:17]=[C:12]2[C:11]=1[O:19][CH2:27][C:28](=[O:29])[NH2:30])=[O:9]. (2) The product is: [C:11]([O:15][C:16](=[O:31])[CH2:17][CH2:18][CH2:19][CH2:20][N:21]1[C:2]2[CH:7]=[CH:6][CH:5]=[CH:4][C:3]=2[N:8]=[C:22]1[CH2:23][CH2:24][CH2:25][CH2:26][CH2:27][CH2:28][CH3:29])([CH3:14])([CH3:13])[CH3:12]. Given the reactants I[C:2]1[CH:7]=[CH:6][CH:5]=[CH:4][C:3]=1[N+:8]([O-])=O.[C:11]([O:15][C:16](=[O:31])[CH2:17][CH2:18][CH2:19][CH2:20][NH:21][C:22](=O)[CH2:23][CH2:24][CH2:25][CH2:26][CH2:27][CH2:28][CH3:29])([CH3:14])([CH3:13])[CH3:12], predict the reaction product. (3) The product is: [CH3:1][C:2]1[CH:7]=[CH:6][N:5]([CH:8]2[CH2:13][CH2:12][CH:11]([N:16]3[CH2:19][CH:18]([NH:20][C:21]([CH2:23][NH:24][C:25](=[O:36])[C:26]4[CH:31]=[CH:30][CH:29]=[C:28]([C:32]([F:35])([F:33])[F:34])[CH:27]=4)=[O:22])[CH2:17]3)[CH2:10][CH2:9]2)[C:4](=[O:15])[CH:3]=1. Given the reactants [CH3:1][C:2]1[CH:7]=[CH:6][N:5]([CH:8]2[CH2:13][CH2:12][C:11](=O)[CH2:10][CH2:9]2)[C:4](=[O:15])[CH:3]=1.[NH:16]1[CH2:19][CH:18]([NH:20][C:21]([CH2:23][NH:24][C:25](=[O:36])[C:26]2[CH:31]=[CH:30][CH:29]=[C:28]([C:32]([F:35])([F:34])[F:33])[CH:27]=2)=[O:22])[CH2:17]1, predict the reaction product. (4) Given the reactants [CH3:1][O:2][C:3]1[CH:4]=[C:5]([S:9]([N:12]2[C:16]3=[CH:17][N:18]=[CH:19][CH:20]=[C:15]3[C:14]([CH2:21][CH2:22][NH:23]C(=O)OC(C)(C)C)=[CH:13]2)(=[O:11])=[O:10])[CH:6]=[CH:7][CH:8]=1.FC(F)(F)C(O)=O, predict the reaction product. The product is: [CH3:1][O:2][C:3]1[CH:4]=[C:5]([S:9]([N:12]2[C:16]3=[CH:17][N:18]=[CH:19][CH:20]=[C:15]3[C:14]([CH2:21][CH2:22][NH2:23])=[CH:13]2)(=[O:10])=[O:11])[CH:6]=[CH:7][CH:8]=1. (5) The product is: [NH2:20][C:18]1[O:7][C:6]([C:5]2[CH:14]=[CH:15][C:2]([Cl:1])=[CH:3][CH:4]=2)=[CH:8][C:9](=[O:10])[N:17]=1. Given the reactants [Cl:1][C:2]1[CH:15]=[CH:14][C:5]([C:6]([CH2:8][C:9](OCC)=[O:10])=[O:7])=[CH:4][CH:3]=1.C[NH:17][C:18](=[NH:20])S.OS(O)(=O)=O, predict the reaction product.